Task: Regression/Classification. Given a drug SMILES string, predict its absorption, distribution, metabolism, or excretion properties. Task type varies by dataset: regression for continuous measurements (e.g., permeability, clearance, half-life) or binary classification for categorical outcomes (e.g., BBB penetration, CYP inhibition). Dataset: cyp2c9_veith.. Dataset: CYP2C9 inhibition data for predicting drug metabolism from PubChem BioAssay The molecule is Nc1nc2nc3c(nc2c(=O)[nH]1)CN(c1ccc(C(=O)O)cc1)C3=O. The result is 0 (non-inhibitor).